Dataset: Reaction yield outcomes from USPTO patents with 853,638 reactions. Task: Predict the reaction yield, written as a fraction of the theoretical maximum amount of product (1.0 means a 100% yield; for example, 0.34 means a 34% yield). (1) The reactants are Br[C:2]1[CH:3]=[CH:4][C:5]([Cl:8])=[N:6][CH:7]=1.[C:9]1(=[O:14])[CH2:13][CH2:12][CH2:11][CH2:10]1. The catalyst is C(OCC)C. The product is [Cl:8][C:5]1[N:6]=[CH:7][C:2]([C:9]2([OH:14])[CH2:13][CH2:12][CH2:11][CH2:10]2)=[CH:3][CH:4]=1. The yield is 0.760. (2) The reactants are Br[C:2]1[CH:7]=[CH:6][C:5]([F:8])=[C:4]([O:9][CH:10]([F:12])[F:11])[CH:3]=1.[B:13]1([B:13]2[O:17][C:16]([CH3:19])([CH3:18])[C:15]([CH3:21])([CH3:20])[O:14]2)[O:17][C:16]([CH3:19])([CH3:18])[C:15]([CH3:21])([CH3:20])[O:14]1.C([O-])(=O)C.[K+]. The catalyst is ClCCl.[Pd](Cl)Cl.C1(P(C2C=CC=CC=2)[C-]2C=CC=C2)C=CC=CC=1.[C-]1(P(C2C=CC=CC=2)C2C=CC=CC=2)C=CC=C1.[Fe+2].CCOC(C)=O. The product is [F:11][CH:10]([F:12])[O:9][C:4]1[CH:3]=[C:2]([B:13]2[O:17][C:16]([CH3:19])([CH3:18])[C:15]([CH3:21])([CH3:20])[O:14]2)[CH:7]=[CH:6][C:5]=1[F:8]. The yield is 0.149. (3) The reactants are [Cl:1][C:2]1[CH:11]=[CH:10][C:9]2[NH:8][C:7](=O)[C:6]3=[N:13][O:14][CH:15]=[C:5]3[C:4]=2[CH:3]=1.C(N(CC)C(C)C)(C)C.O=P(Cl)(Cl)[Cl:27]. No catalyst specified. The product is [Cl:27][C:7]1[C:6]2=[N:13][O:14][CH:15]=[C:5]2[C:4]2[CH:3]=[C:2]([Cl:1])[CH:11]=[CH:10][C:9]=2[N:8]=1. The yield is 0.380. (4) The reactants are [C:1]([C:5]1[CH:6]=[CH:7][C:8]([CH3:19])=[C:9](OS(C(F)(F)F)(=O)=O)[CH:10]=1)([CH3:4])([CH3:3])[CH3:2].C(N(CC)CC)C.[CH3:27][Si:28]([C:31]#[CH:32])([CH3:30])[CH3:29].CN(C)C=O. The catalyst is CCCCCC. The product is [C:1]([C:5]1[CH:6]=[CH:7][C:8]([CH3:19])=[C:9]([C:32]#[C:31][Si:28]([CH3:30])([CH3:29])[CH3:27])[CH:10]=1)([CH3:4])([CH3:3])[CH3:2]. The yield is 0.690. (5) The reactants are [F:1][C:2]1([F:35])[CH2:3][CH2:4][N:5]([C:18](=[O:34])[C:19]2[CH:24]=[CH:23][C:22]([O:25][CH2:26][C@H:27]([F:29])[CH3:28])=[CH:21][C:20]=2[C:30]([F:33])([F:32])[F:31])[C:6]2[CH:16]=[CH:15][C:14]([F:17])=[CH:13][C:7]=2/[C:8]/1=[CH:9]/[C:10](O)=[O:11].S(Cl)(Cl)=O.FC1(F)CCN(C(=O)C2C=CC(OC[C@H](F)C)=CC=2C(F)(F)F)C2C=CC(F)=CC=2/C/1=C/C(Cl)=O.[NH2:75][CH2:76][CH2:77][OH:78]. The catalyst is C(#N)C.CN(C)C=O.O.C(OCC)(=O)C. The product is [OH:78][CH2:77][CH2:76][NH:75][C:10](=[O:11])/[CH:9]=[C:8]1\[C:2]([F:35])([F:1])[CH2:3][CH2:4][N:5]([C:18](=[O:34])[C:19]2[CH:24]=[CH:23][C:22]([O:25][CH2:26][C@H:27]([F:29])[CH3:28])=[CH:21][C:20]=2[C:30]([F:31])([F:32])[F:33])[C:6]2[CH:16]=[CH:15][C:14]([F:17])=[CH:13][C:7]\1=2. The yield is 0.853. (6) The reactants are [CH2:1]([C:5]1[CH:28]=[CH:27][C:8]([C:9]([N:11]2[CH2:16][CH2:15][CH:14]([N:17]3[C:21]4[CH:22]=[CH:23][CH:24]=[CH:25][C:20]=4[NH:19][C:18]3=[O:26])[CH2:13][CH2:12]2)=[O:10])=[CH:7][CH:6]=1)[CH2:2][CH2:3][CH3:4].[CH2:29](Br)[CH:30]=[CH2:31].C(=O)([O-])[O-].[Cs+].[Cs+].CN(C)C=O. The catalyst is O. The product is [CH2:31]([N:19]1[C:20]2[CH:25]=[CH:24][CH:23]=[CH:22][C:21]=2[N:17]([CH:14]2[CH2:15][CH2:16][N:11]([C:9](=[O:10])[C:8]3[CH:7]=[CH:6][C:5]([CH2:1][CH2:2][CH2:3][CH3:4])=[CH:28][CH:27]=3)[CH2:12][CH2:13]2)[C:18]1=[O:26])[CH:30]=[CH2:29]. The yield is 0.660.